Predict the reactants needed to synthesize the given product. From a dataset of Full USPTO retrosynthesis dataset with 1.9M reactions from patents (1976-2016). (1) Given the product [C:1](/[C:3](=[C:39](\[NH:38][C:33]1[CH:34]=[CH:35][CH:36]=[CH:37][C:32]=1[CH:29]([CH3:31])[CH3:30])/[SH:40])/[C:4]([NH:6][C:7]1[CH:12]=[CH:11][C:10]([C:13]2[N:17]=[CH:16][N:15]([C:18]3[CH:23]=[CH:22][C:21]([O:24][C:25]([F:28])([F:27])[F:26])=[CH:20][CH:19]=3)[N:14]=2)=[CH:9][CH:8]=1)=[O:5])#[N:2], predict the reactants needed to synthesize it. The reactants are: [C:1]([CH2:3][C:4]([NH:6][C:7]1[CH:12]=[CH:11][C:10]([C:13]2[N:17]=[CH:16][N:15]([C:18]3[CH:23]=[CH:22][C:21]([O:24][C:25]([F:28])([F:27])[F:26])=[CH:20][CH:19]=3)[N:14]=2)=[CH:9][CH:8]=1)=[O:5])#[N:2].[CH:29]([C:32]1[CH:37]=[CH:36][CH:35]=[CH:34][C:33]=1[N:38]=[C:39]=[S:40])([CH3:31])[CH3:30].[H-].[Na+].Cl. (2) Given the product [OH:27][CH2:26][C:25]([NH:24][C:19](=[O:21])[C:18]1[CH:22]=[CH:23][C:15]([O:14][CH2:13][C:3]2[C:4]([C:7]3[CH:8]=[CH:9][CH:10]=[CH:11][CH:12]=3)=[N:5][O:6][C:2]=2[CH3:1])=[N:16][CH:17]=1)([CH3:29])[CH3:28], predict the reactants needed to synthesize it. The reactants are: [CH3:1][C:2]1[O:6][N:5]=[C:4]([C:7]2[CH:12]=[CH:11][CH:10]=[CH:9][CH:8]=2)[C:3]=1[CH2:13][O:14][C:15]1[CH:23]=[CH:22][C:18]([C:19]([OH:21])=O)=[CH:17][N:16]=1.[NH2:24][C:25]([CH3:29])([CH3:28])[CH2:26][OH:27]. (3) Given the product [CH3:1][C:2]1[C:10]([N+:11]([O-:13])=[O:12])=[CH:9][CH:8]=[CH:7][C:3]=1[C:4]([O:6][CH2:18][CH3:19])=[O:5], predict the reactants needed to synthesize it. The reactants are: [CH3:1][C:2]1[C:10]([N+:11]([O-:13])=[O:12])=[CH:9][CH:8]=[CH:7][C:3]=1[C:4]([OH:6])=[O:5].S(Cl)(Cl)=O.[CH2:18](O)[CH3:19]. (4) The reactants are: [CH3:1][N:2]1[C:7]2=[CH:8][S:9][C:10](C)=[C:6]2[C:5](=[O:12])[N:4]([CH3:13])[C:3]1=[O:14].[F:15][C:16]1[CH:21]=[CH:20][C:19]([C:22]2[N:23]=[C:24]([NH2:27])[S:25][CH:26]=2)=[CH:18][C:17]=1[O:28][C:29]([F:32])([F:31])[F:30].CCN=C=NC[CH2:39][CH2:40]N(C)C.Cl.C1C=CC2N([OH:54])N=NC=2C=1. Given the product [CH3:1][N:2]1[C:10]2[S:9][CH:8]=[C:7]([CH2:39][C:40]([NH:27][C:24]3[S:25][CH:26]=[C:22]([C:19]4[CH:20]=[CH:21][C:16]([F:15])=[C:17]([O:28][C:29]([F:32])([F:30])[F:31])[CH:18]=4)[N:23]=3)=[O:54])[C:6]=2[C:5](=[O:12])[N:4]([CH3:13])[C:3]1=[O:14], predict the reactants needed to synthesize it. (5) Given the product [CH3:29][S:30]([OH:33])(=[O:32])=[O:31].[CH3:1][O:2][C:3]1[CH:8]=[CH:7][CH:6]=[C:5]([O:9][CH2:10][C:11]2[CH:16]=[C:15]([CH3:17])[CH:14]=[CH:13][N:12]=2)[C:4]=1[C:18]1[CH:28]=[CH:27][C:21]2[CH2:22][CH2:23][NH:24][CH2:25][CH2:26][C:20]=2[CH:19]=1, predict the reactants needed to synthesize it. The reactants are: [CH3:1][O:2][C:3]1[CH:8]=[CH:7][CH:6]=[C:5]([O:9][CH2:10][C:11]2[CH:16]=[C:15]([CH3:17])[CH:14]=[CH:13][N:12]=2)[C:4]=1[C:18]1[CH:28]=[CH:27][C:21]2[CH2:22][CH2:23][NH:24][CH2:25][CH2:26][C:20]=2[CH:19]=1.[CH3:29][S:30]([OH:33])(=[O:32])=[O:31]. (6) Given the product [ClH:1].[Cl:1][C:2]1[CH:22]=[CH:21][C:5]2[N:6]([CH2:16][CH2:17][CH2:18][NH2:19])[C:7]3[CH:14]=[CH:13][C:12]([Cl:15])=[CH:11][C:8]=3[CH2:9][CH2:10][C:4]=2[CH:3]=1, predict the reactants needed to synthesize it. The reactants are: [Cl:1][C:2]1[CH:22]=[CH:21][C:5]2[N:6]([C:16](=O)[CH2:17][C:18]#[N:19])[C:7]3[CH:14]=[CH:13][C:12]([Cl:15])=[CH:11][C:8]=3[CH2:9][CH2:10][C:4]=2[CH:3]=1.B.C1COCC1.Cl.[OH-].[Na+].